This data is from NCI-60 drug combinations with 297,098 pairs across 59 cell lines. The task is: Regression. Given two drug SMILES strings and cell line genomic features, predict the synergy score measuring deviation from expected non-interaction effect. (1) Synergy scores: CSS=3.75, Synergy_ZIP=-3.13, Synergy_Bliss=-5.98, Synergy_Loewe=-0.950, Synergy_HSA=-3.15. Cell line: HCT-15. Drug 2: COC1=NC(=NC2=C1N=CN2C3C(C(C(O3)CO)O)O)N. Drug 1: CCC1(CC2CC(C3=C(CCN(C2)C1)C4=CC=CC=C4N3)(C5=C(C=C6C(=C5)C78CCN9C7C(C=CC9)(C(C(C8N6C)(C(=O)OC)O)OC(=O)C)CC)OC)C(=O)OC)O.OS(=O)(=O)O. (2) Drug 2: C1CC(=O)NC(=O)C1N2C(=O)C3=CC=CC=C3C2=O. Cell line: A549. Drug 1: CCCCC(=O)OCC(=O)C1(CC(C2=C(C1)C(=C3C(=C2O)C(=O)C4=C(C3=O)C=CC=C4OC)O)OC5CC(C(C(O5)C)O)NC(=O)C(F)(F)F)O. Synergy scores: CSS=61.0, Synergy_ZIP=5.48, Synergy_Bliss=4.66, Synergy_Loewe=-13.8, Synergy_HSA=4.63.